Dataset: Peptide-MHC class I binding affinity with 185,985 pairs from IEDB/IMGT. Task: Regression. Given a peptide amino acid sequence and an MHC pseudo amino acid sequence, predict their binding affinity value. This is MHC class I binding data. (1) The peptide sequence is WPAGRLVEA. The MHC is HLA-B15:09 with pseudo-sequence HLA-B15:09. The binding affinity (normalized) is 0.0847. (2) The MHC is HLA-B35:01 with pseudo-sequence HLA-B35:01. The peptide sequence is NPITLTAAL. The binding affinity (normalized) is 0.781.